Dataset: Catalyst prediction with 721,799 reactions and 888 catalyst types from USPTO. Task: Predict which catalyst facilitates the given reaction. Reactant: Br[C:2]1[S:3][CH:4]=[CH:5][N:6]=1.[OH:7][C:8]1[CH:9]=[C:10]([CH:13]=[CH:14][CH:15]=1)[CH:11]=[O:12].C(=O)([O-])[O-].[K+].[K+].O. Product: [S:3]1[CH:4]=[CH:5][N:6]=[C:2]1[O:7][C:8]1[CH:9]=[C:10]([CH:13]=[CH:14][CH:15]=1)[CH:11]=[O:12]. The catalyst class is: 9.